Dataset: Full USPTO retrosynthesis dataset with 1.9M reactions from patents (1976-2016). Task: Predict the reactants needed to synthesize the given product. (1) Given the product [CH3:26][C:23]1[C:22]([CH2:27][O:28][CH:30]([C:32]2[CH:37]=[CH:36][CH:35]=[CH:34][CH:33]=2)[CH3:31])=[C:21]([C:18]2[CH:19]=[CH:20][C:15]([C:12]3[CH:11]=[CH:10][C:9]([C:6]4([C:4]([OH:3])=[O:5])[CH2:8][CH2:7]4)=[CH:14][CH:13]=3)=[CH:16][CH:17]=2)[O:25][N:24]=1, predict the reactants needed to synthesize it. The reactants are: C([O:3][C:4]([C:6]1([C:9]2[CH:14]=[CH:13][C:12]([C:15]3[CH:20]=[CH:19][C:18]([C:21]4[O:25][N:24]=[C:23]([CH3:26])[C:22]=4[CH2:27][OH:28])=[CH:17][CH:16]=3)=[CH:11][CH:10]=2)[CH2:8][CH2:7]1)=[O:5])C.Br[CH:30]([C:32]1[CH:37]=[CH:36][CH:35]=[CH:34][CH:33]=1)[CH3:31]. (2) Given the product [C:1]([C:4]1[CH:5]([C:22]2[CH:23]=[CH:24][C:25]([C:26]#[N:27])=[CH:28][CH:29]=2)[N:6]=[C:7]([S:21][CH3:32])[N:8]([C:11]2[CH:16]=[CH:15][CH:14]=[C:13]([C:17]([F:19])([F:18])[F:20])[CH:12]=2)[C:9]=1[CH3:10])(=[O:3])[CH3:2], predict the reactants needed to synthesize it. The reactants are: [C:1]([C:4]1[CH:5]([C:22]2[CH:29]=[CH:28][C:25]([C:26]#[N:27])=[CH:24][CH:23]=2)[NH:6][C:7](=[S:21])[N:8]([C:11]2[CH:16]=[CH:15][CH:14]=[C:13]([C:17]([F:20])([F:19])[F:18])[CH:12]=2)[C:9]=1[CH3:10])(=[O:3])[CH3:2].IC.[C:32](=O)([O-])[O-].[K+].[K+]. (3) Given the product [CH3:2][C:3]1[CH:8]=[CH:7][C:6]([S:9]([N:12]2[CH2:17][CH2:16][N:15]([C:32](=[O:33])[CH2:31][N:22]3[CH:30]=[C:28]([CH3:29])[C:26](=[O:27])[NH:25][C:23]3=[O:24])[CH2:14][C:13]2=[O:18])(=[O:10])=[O:11])=[C:5]([N+:19]([O-:21])=[O:20])[CH:4]=1, predict the reactants needed to synthesize it. The reactants are: Cl.[CH3:2][C:3]1[CH:8]=[CH:7][C:6]([S:9]([N:12]2[CH2:17][CH2:16][NH:15][CH2:14][C:13]2=[O:18])(=[O:11])=[O:10])=[C:5]([N+:19]([O-:21])=[O:20])[CH:4]=1.[N:22]1([CH2:31][C:32](O)=[O:33])[CH:30]=[C:28]([CH3:29])[C:26](=[O:27])[NH:25][C:23]1=[O:24]. (4) Given the product [F:1][C:2]1[CH:3]=[C:4]([C:9]2[CH:10]=[C:11]3[C:16](=[CH:17][CH:18]=2)[CH:15]([OH:19])[CH2:14][CH2:13][CH2:12]3)[CH:5]=[CH:6][C:7]=1[F:8], predict the reactants needed to synthesize it. The reactants are: [F:1][C:2]1[CH:3]=[C:4]([C:9]2[CH:10]=[C:11]3[C:16](=[CH:17][CH:18]=2)[C:15](=[O:19])[CH2:14][CH2:13][CH2:12]3)[CH:5]=[CH:6][C:7]=1[F:8].[BH4-].[Na+]. (5) The reactants are: [F:1][C:2]1[CH:3]=[C:4]([N:8]2[C:12](=[O:13])[NH:11][N:10]=[N:9]2)[CH:5]=[CH:6][CH:7]=1.[O:14]=[C:15](Cl)OC(Cl)(Cl)Cl.[CH3:22][O:23][CH2:24][CH2:25][NH2:26]. Given the product [CH3:22][O:23][CH2:24][CH2:25][NH:26][C:15]([N:11]1[C:12](=[O:13])[N:8]([C:4]2[CH:5]=[CH:6][CH:7]=[C:2]([F:1])[CH:3]=2)[N:9]=[N:10]1)=[O:14], predict the reactants needed to synthesize it. (6) Given the product [CH3:48][CH2:49][CH2:50][C@H:51]1[CH2:55][N:54]([CH3:56])[C@H:53]([C:57]([NH:59][C@H:60]([C@@H:72]([Cl:74])[CH3:73])[C@H:61]2[O:66][C@H:65]([S:67][CH3:68])[C@H:64]([OH:69])[C@@H:63]([OH:70])[C@H:62]2[OH:71])=[O:58])[CH2:52]1.[ClH:74], predict the reactants needed to synthesize it. The reactants are: CCCCC(COC(CC(S([O-])(=O)=O)C(OCC(CCCC)CC)=O)=O)CC.[Na+].C(OOC(=O)C1C=CC=CC=1)(=O)C1C=CC=CC=1.[CH3:48][CH2:49][CH2:50][C@H:51]1[CH2:55][N:54]([CH3:56])[C@H:53]([C:57]([NH:59][C@H:60]([C@@H:72]([Cl:74])[CH3:73])[C@H:61]2[O:66][C@H:65]([S:67][CH3:68])[C@H:64]([OH:69])[C@@H:63]([OH:70])[C@H:62]2[OH:71])=[O:58])[CH2:52]1.[OH-].[Na+].